From a dataset of Reaction yield outcomes from USPTO patents with 853,638 reactions. Predict the reaction yield, written as a fraction of the theoretical maximum amount of product (1.0 means a 100% yield; for example, 0.34 means a 34% yield). (1) The reactants are [F:1][C:2]1[CH:3]=[CH:4][C:5]([CH3:34])=[C:6]([CH2:8][CH:9]([NH:11][C:12]2[CH:17]=[CH:16][NH:15][C:14](=[O:18])[C:13]=2[C:19]2[NH:33][C:22]3=[CH:23][C:24]4[C:25](=[O:32])[N:26]([CH3:31])[C:27](=O)[C:28]=4[CH:29]=[C:21]3[N:20]=2)[CH3:10])[CH:7]=1. The catalyst is C(O)(=O)C.[Zn]. The product is [F:1][C:2]1[CH:3]=[CH:4][C:5]([CH3:34])=[C:6]([CH2:8][CH:9]([NH:11][C:12]2[CH:17]=[CH:16][NH:15][C:14](=[O:18])[C:13]=2[C:19]2[NH:20][C:21]3=[CH:29][C:28]4[CH2:27][N:26]([CH3:31])[C:25](=[O:32])[C:24]=4[CH:23]=[C:22]3[N:33]=2)[CH3:10])[CH:7]=1. The yield is 0.828. (2) The reactants are [N+:1]([C:4]1[CH:5]=[C:6]([CH:10]([CH3:13])[CH:11]=O)[CH:7]=[CH:8][CH:9]=1)([O-:3])=[O:2].[CH3:14][C:15]1[CH:24]=[CH:23][C:22]2[C:17](=[CH:18][CH:19]=[CH:20][C:21]=2[N:25]2[CH2:30][CH2:29][N:28](CCC3C=C(C=CC=3)N)[CH2:27][CH2:26]2)[N:16]=1.C(O[BH-](OC(=O)C)OC(=O)C)(=O)C.[Na+]. The catalyst is C(Cl)Cl. The product is [CH3:14][C:15]1[CH:24]=[CH:23][C:22]2[C:17](=[CH:18][CH:19]=[CH:20][C:21]=2[N:25]2[CH2:30][CH2:29][N:28]([CH2:11][CH:10]([C:6]3[CH:7]=[CH:8][CH:9]=[C:4]([N+:1]([O-:3])=[O:2])[CH:5]=3)[CH3:13])[CH2:27][CH2:26]2)[N:16]=1. The yield is 0.780. (3) The yield is 0.360. The reactants are [CH3:1][C:2]1[N:3]([C:24](=[O:27])[NH:25][CH3:26])[C:4]2[C:9]([CH:10]=1)=[CH:8][C:7]([O:11][C:12]1[CH:17]=[CH:16][N:15]=[C:14]3[CH:18]=[C:19]([C:21](O)=[O:22])[S:20][C:13]=13)=[CH:6][CH:5]=2.[CH3:28][NH:29][CH2:30][CH2:31][OH:32].CN(C(ON1N=NC2C=CC=NC1=2)=[N+](C)C)C.F[P-](F)(F)(F)(F)F.CCN(C(C)C)C(C)C.C([O-])(O)=O.[Na+]. The product is [OH:32][CH2:31][CH2:30][N:29]([CH3:28])[C:21]([C:19]1[S:20][C:13]2[C:14](=[N:15][CH:16]=[CH:17][C:12]=2[O:11][C:7]2[CH:8]=[C:9]3[C:4](=[CH:5][CH:6]=2)[N:3]([C:24](=[O:27])[NH:25][CH3:26])[C:2]([CH3:1])=[CH:10]3)[CH:18]=1)=[O:22]. The catalyst is CCOC(C)=O.CN(C=O)C.